From a dataset of Full USPTO retrosynthesis dataset with 1.9M reactions from patents (1976-2016). Predict the reactants needed to synthesize the given product. (1) Given the product [F:1][CH2:2][CH2:3][O:4][CH2:5][CH2:6][O:7][C:8]1[CH:13]=[CH:12][C:11]([C:14](=[O:26])/[CH:15]=[CH:16]/[C:17]2[CH:22]=[CH:21][C:20]([NH2:23])=[CH:19][CH:18]=2)=[CH:10][CH:9]=1, predict the reactants needed to synthesize it. The reactants are: [F:1][CH2:2][CH2:3][O:4][CH2:5][CH2:6][O:7][C:8]1[CH:13]=[CH:12][C:11]([C:14](=[O:26])/[CH:15]=[CH:16]/[C:17]2[CH:22]=[CH:21][C:20]([N+:23]([O-])=O)=[CH:19][CH:18]=2)=[CH:10][CH:9]=1.Cl[Sn]Cl.[OH-].[Na+]. (2) The reactants are: C(OC([NH:8][C@H:9]([C:34]1[CH:39]=[CH:38][CH:37]=[C:36]([F:40])[CH:35]=1)[CH2:10][CH:11]([N:13]1[CH2:18][CH2:17][CH:16]([N:19]2[C:23]3[CH2:24][N:25]([C:28]([O:30][CH2:31][CH3:32])=[O:29])[CH2:26][CH2:27][C:22]=3[N:21]=[C:20]2[CH3:33])[CH2:15][CH2:14]1)[CH3:12])=O)(C)(C)C.Cl. Given the product [NH2:8][C@H:9]([C:34]1[CH:39]=[CH:38][CH:37]=[C:36]([F:40])[CH:35]=1)[CH2:10][CH:11]([N:13]1[CH2:18][CH2:17][CH:16]([N:19]2[C:23]3[CH2:24][N:25]([C:28]([O:30][CH2:31][CH3:32])=[O:29])[CH2:26][CH2:27][C:22]=3[N:21]=[C:20]2[CH3:33])[CH2:15][CH2:14]1)[CH3:12], predict the reactants needed to synthesize it. (3) Given the product [C:17]([O:16][C:14](=[O:15])[N:9]([CH2:8][C:4]1[CH:5]=[N:6][CH:7]=[C:2]([Br:1])[C:3]=1[CH3:13])[CH:10]([CH3:11])[CH3:12])([CH3:20])([CH3:19])[CH3:18], predict the reactants needed to synthesize it. The reactants are: [Br:1][C:2]1[C:3]([CH3:13])=[C:4]([CH2:8][NH:9][CH:10]([CH3:12])[CH3:11])[CH:5]=[N:6][CH:7]=1.[C:14](O[C:14]([O:16][C:17]([CH3:20])([CH3:19])[CH3:18])=[O:15])([O:16][C:17]([CH3:20])([CH3:19])[CH3:18])=[O:15].[OH-].[Na+]. (4) Given the product [CH:10]1([CH2:9][O:8][C:5]2[N:4]=[CH:3][C:2]([C:14]3[O:13][C:17]4[CH:18]=[C:19]([O:22][CH2:23][C@@H:24]([NH:26][C:27](=[O:29])[CH3:28])[CH3:25])[CH:20]=[CH:21][C:16]=4[N:15]=3)=[CH:7][N:6]=2)[CH2:12][CH2:11]1, predict the reactants needed to synthesize it. The reactants are: Br[C:2]1[CH:3]=[N:4][C:5]([O:8][CH2:9][CH:10]2[CH2:12][CH2:11]2)=[N:6][CH:7]=1.[O:13]1[C:17]2[CH:18]=[C:19]([O:22][CH2:23][C@@H:24]([NH:26][C:27](=[O:29])[CH3:28])[CH3:25])[CH:20]=[CH:21][C:16]=2[N:15]=[CH:14]1. (5) Given the product [Cl:28][C:29]1[CH:34]=[C:33]([C:2]2[CH:3]=[C:4]3[C:9](=[CH:10][C:11]=2[F:12])[N:8]=[CH:7][C:6]([C:13]([CH:15]2[CH2:17][CH2:16]2)=[O:14])=[C:5]3[NH:18][C@H:19]2[CH2:20][CH2:21][C@H:22]([N:25]([CH3:27])[CH3:26])[CH2:23][CH2:24]2)[CH:32]=[C:31]([F:44])[C:30]=1[OH:45], predict the reactants needed to synthesize it. The reactants are: Br[C:2]1[CH:3]=[C:4]2[C:9](=[CH:10][C:11]=1[F:12])[N:8]=[CH:7][C:6]([C:13]([CH:15]1[CH2:17][CH2:16]1)=[O:14])=[C:5]2[NH:18][C@H:19]1[CH2:24][CH2:23][C@H:22]([N:25]([CH3:27])[CH3:26])[CH2:21][CH2:20]1.[Cl:28][C:29]1[CH:34]=[C:33](B2OC(C)(C)C(C)(C)O2)[CH:32]=[C:31]([F:44])[C:30]=1[OH:45]. (6) Given the product [NH2:1][C:2]1[S:3][C:4]([C:17]2[CH:22]=[CH:21][CH:20]=[C:19]([F:23])[CH:18]=2)=[C:5]([C:7]([N:9]2[C@H:14]([CH2:15][NH:16][C:34]([C:27]3[C:28]4[C:33](=[CH:32][CH:31]=[CH:30][CH:29]=4)[N:24]=[CH:25][CH:26]=3)=[O:35])[CH2:13][C@H:12]3[C@@H:10]2[CH2:11]3)=[O:8])[N:6]=1, predict the reactants needed to synthesize it. The reactants are: [NH2:1][C:2]1[S:3][C:4]([C:17]2[CH:22]=[CH:21][CH:20]=[C:19]([F:23])[CH:18]=2)=[C:5]([C:7]([N:9]2[C@H:14]([CH2:15][NH2:16])[CH2:13][C@H:12]3[C@@H:10]2[CH2:11]3)=[O:8])[N:6]=1.[N:24]1[C:33]2[C:28](=[CH:29][CH:30]=[CH:31][CH:32]=2)[C:27]([C:34](O)=[O:35])=[CH:26][CH:25]=1.